This data is from Catalyst prediction with 721,799 reactions and 888 catalyst types from USPTO. The task is: Predict which catalyst facilitates the given reaction. (1) Reactant: C(N(C(C)C)C(C)C)C.[CH2:10]([NH:17][C:18]1[N:23]=[C:22]2[O:24][C:25]([C:31]3[CH:36]=[CH:35][C:34]([F:37])=[CH:33][CH:32]=3)=[C:26]([C:27](=[O:30])[NH:28][CH3:29])[C:21]2=[CH:20][C:19]=1[C:38]1[CH:39]=[C:40]([CH:44]=[CH:45][CH:46]=1)[C:41](O)=[O:42])[C:11]1[CH:16]=[CH:15][CH:14]=[CH:13][CH:12]=1.CN(C(ON1N=[N:62][C:57]2[CH:58]=[CH:59][CH:60]=N[C:56]1=2)=[N+](C)C)C.F[P-](F)(F)(F)(F)F. Product: [CH2:10]([NH:17][C:18]1[N:23]=[C:22]2[O:24][C:25]([C:31]3[CH:32]=[CH:33][C:34]([F:37])=[CH:35][CH:36]=3)=[C:26]([C:27]([NH:28][CH3:29])=[O:30])[C:21]2=[CH:20][C:19]=1[C:38]1[CH:46]=[CH:45][CH:44]=[C:40]([C:41](=[O:42])[NH:62][C:57]23[CH2:60][CH:59]([CH2:58]2)[CH2:56]3)[CH:39]=1)[C:11]1[CH:16]=[CH:15][CH:14]=[CH:13][CH:12]=1. The catalyst class is: 861. (2) Reactant: [Br:1][C:2]1[CH:10]=[CH:9][C:5]([C:6]([OH:8])=[O:7])=[C:4]([CH3:11])[CH:3]=1.C(OC(O[C:15]([CH3:18])([CH3:17])[CH3:16])=O)(O[C:15]([CH3:18])([CH3:17])[CH3:16])=O.O.C(=O)([O-])[O-].[K+].[K+]. Product: [Br:1][C:2]1[CH:10]=[CH:9][C:5]([C:6]([O:8][C:15]([CH3:18])([CH3:17])[CH3:16])=[O:7])=[C:4]([CH3:11])[CH:3]=1. The catalyst class is: 218. (3) Reactant: [NH2:1][C:2]1[CH:7]=[CH:6][C:5]([Br:8])=[CH:4][N:3]=1.[C:9](O[C:9]([O:11][C:12]([CH3:15])([CH3:14])[CH3:13])=[O:10])([O:11][C:12]([CH3:15])([CH3:14])[CH3:13])=[O:10]. Product: [Br:8][C:5]1[CH:6]=[CH:7][C:2]([NH:1][C:9]([O:11][C:12]([CH3:15])([CH3:14])[CH3:13])=[O:10])=[N:3][CH:4]=1. The catalyst class is: 2. (4) Reactant: [CH3:1][O:2][C:3]([C:5]1[CH:6]=[N:7][CH:8]=[C:9]([O:11][C:12]2[CH:17]=[CH:16][C:15]([NH:18][CH3:19])=[C:14]([NH2:20])[CH:13]=2)[CH:10]=1)=[O:4].[Br:21][C:22]1[CH:27]=[CH:26][C:25]([N:28]=[C:29]=S)=[CH:24][CH:23]=1.CI. Product: [CH3:1][O:2][C:3]([C:5]1[CH:6]=[N:7][CH:8]=[C:9]([O:11][C:12]2[CH:17]=[CH:16][C:15]3[N:18]([CH3:19])[C:29]([NH:28][C:25]4[CH:26]=[CH:27][C:22]([Br:21])=[CH:23][CH:24]=4)=[N:20][C:14]=3[CH:13]=2)[CH:10]=1)=[O:4]. The catalyst class is: 5. (5) Reactant: [I:1][C:2]1[CH:3]=[C:4]([NH:8][NH2:9])[CH:5]=[CH:6][CH:7]=1.[F:10][C:11]([F:23])([F:22])[C:12](=O)[CH2:13][C:14]([C:16]1[O:17][CH:18]=[CH:19][CH:20]=1)=O. Product: [O:17]1[CH:18]=[CH:19][CH:20]=[C:16]1[C:14]1[N:8]([C:4]2[CH:5]=[CH:6][CH:7]=[C:2]([I:1])[CH:3]=2)[N:9]=[C:12]([C:11]([F:10])([F:22])[F:23])[CH:13]=1. The catalyst class is: 15. (6) Reactant: [C:1]([O:5][C:6](=[O:34])[C:7]1[CH:12]=[CH:11][C:10]([CH2:13][C@H:14]([C:18]2[CH:23]=[CH:22][C:21]([C:24]3[CH2:29][CH2:28][CH:27]([C:30]([CH3:33])([CH3:32])[CH3:31])[CH2:26][CH:25]=3)=[CH:20][CH:19]=2)[C:15]([OH:17])=[O:16])=[CH:9][CH:8]=1)([CH3:4])([CH3:3])[CH3:2].[H][H]. Product: [C:1]([O:5][C:6](=[O:34])[C:7]1[CH:12]=[CH:11][C:10]([CH2:13][C@H:14]([C:18]2[CH:19]=[CH:20][C:21]([C@H:24]3[CH2:25][CH2:26][C@@H:27]([C:30]([CH3:33])([CH3:32])[CH3:31])[CH2:28][CH2:29]3)=[CH:22][CH:23]=2)[C:15]([OH:17])=[O:16])=[CH:9][CH:8]=1)([CH3:4])([CH3:3])[CH3:2]. The catalyst class is: 78. (7) Reactant: [Cl:1][C:2]1[CH:10]=[CH:9][C:8]2[NH:7][C:6]3[CH2:11][CH2:12][N:13]([CH3:15])[CH2:14][C:5]=3[C:4]=2[CH:3]=1.[OH-].[K+].[CH2:18]([C:20]1[CH:25]=[CH:24][C:23]([CH:26]=[CH2:27])=[CH:22][N:21]=1)[CH3:19]. The catalyst class is: 264. Product: [Cl:1][C:2]1[CH:10]=[CH:9][C:8]2[N:7]([CH2:27][CH2:26][C:23]3[CH:22]=[N:21][C:20]([CH2:18][CH3:19])=[CH:25][CH:24]=3)[C:6]3[CH2:11][CH2:12][N:13]([CH3:15])[CH2:14][C:5]=3[C:4]=2[CH:3]=1.